Dataset: Full USPTO retrosynthesis dataset with 1.9M reactions from patents (1976-2016). Task: Predict the reactants needed to synthesize the given product. (1) Given the product [CH:1]1([CH2:7][N:8]2[C:12]3[CH:13]=[CH:14][C:15]([NH:17][S:25]([N:24]([CH3:29])[CH3:23])(=[O:27])=[O:26])=[CH:16][C:11]=3[N:10]=[C:9]2[C:18]([CH3:21])([CH3:22])[CH2:19][CH3:20])[CH2:2][CH2:3][CH2:4][CH2:5][CH2:6]1, predict the reactants needed to synthesize it. The reactants are: [CH:1]1([CH2:7][N:8]2[C:12]3[CH:13]=[CH:14][C:15]([NH2:17])=[CH:16][C:11]=3[N:10]=[C:9]2[C:18]([CH3:22])([CH3:21])[CH2:19][CH3:20])[CH2:6][CH2:5][CH2:4][CH2:3][CH2:2]1.[CH3:23][N:24]([CH3:29])[S:25](Cl)(=[O:27])=[O:26]. (2) Given the product [CH3:1][O:2][C:3](=[O:15])[C:4]1[CH:9]=[C:8]([C:21]2[N:17]([CH3:16])[N:18]=[CH:19][CH:20]=2)[C:7]([CH:11]([F:13])[F:12])=[CH:6][C:5]=1[NH2:14], predict the reactants needed to synthesize it. The reactants are: [CH3:1][O:2][C:3](=[O:15])[C:4]1[CH:9]=[C:8](I)[C:7]([CH:11]([F:13])[F:12])=[CH:6][C:5]=1[NH2:14].[CH3:16][N:17]1[C:21]([Sn](CCCC)(CCCC)CCCC)=[CH:20][CH:19]=[N:18]1.